This data is from Full USPTO retrosynthesis dataset with 1.9M reactions from patents (1976-2016). The task is: Predict the reactants needed to synthesize the given product. (1) Given the product [NH2:11][C:8]1[CH:9]=[C:10]2[C:5](=[CH:6][C:7]=1[N+:15]([O-:17])=[O:16])[N:4]([CH2:22][CH2:23][CH2:24][N:25]1[CH2:30][CH2:29][O:28][CH2:27][CH2:26]1)[C:3](=[O:18])[C:2]2([CH3:1])[CH3:19], predict the reactants needed to synthesize it. The reactants are: [CH3:1][C:2]1([CH3:19])[C:10]2[C:5](=[CH:6][C:7]([N+:15]([O-:17])=[O:16])=[C:8]([NH:11]C(=O)C)[CH:9]=2)[NH:4][C:3]1=[O:18].Cl.Cl[CH2:22][CH2:23][CH2:24][N:25]1[CH2:30][CH2:29][O:28][CH2:27][CH2:26]1.C([O-])([O-])=O.[Cs+].[Cs+]. (2) Given the product [C:21]([O:20][C:18]([NH:17][C@H:6]([CH2:7][C:8]1[CH:13]=[C:12]([F:14])[C:11]([F:15])=[CH:10][C:9]=1[F:16])[CH2:5][C:4]([OH:25])=[O:3])=[O:19])([CH3:24])([CH3:22])[CH3:23], predict the reactants needed to synthesize it. The reactants are: C([O:3][C:4](=[O:25])[CH2:5][C@H:6]([NH:17][C:18]([O:20][C:21]([CH3:24])([CH3:23])[CH3:22])=[O:19])[CH2:7][C:8]1[CH:13]=[C:12]([F:14])[C:11]([F:15])=[CH:10][C:9]=1[F:16])C.[OH-].[Na+]. (3) Given the product [CH2:1]([C:4]1[C:12]([O:13][CH2:40][CH2:39][Si:38]([CH3:43])([CH3:42])[CH3:37])=[C:11]2[C:7]([CH2:8][O:9][C:10]2=[O:14])=[C:6]([CH3:15])[C:5]=1[CH2:16][CH3:17])[CH:2]=[CH2:3], predict the reactants needed to synthesize it. The reactants are: [CH2:1]([C:4]1[C:12]([OH:13])=[C:11]2[C:7]([CH2:8][O:9][C:10]2=[O:14])=[C:6]([CH3:15])[C:5]=1[CH2:16][CH3:17])[CH:2]=[CH2:3].C1C=CC(P(C2C=CC=CC=2)C2C=CC=CC=2)=CC=1.[CH3:37][Si:38]([CH3:43])([CH3:42])[CH2:39][CH2:40]O.N(C(OC(C)C)=O)=NC(OC(C)C)=O.